Dataset: Forward reaction prediction with 1.9M reactions from USPTO patents (1976-2016). Task: Predict the product of the given reaction. (1) Given the reactants [Cl:1][C:2]1[CH:25]=[CH:24][C:5]([CH2:6][N:7]2[C:15]3[C:10](=[CH:11][C:12]([CH:16]=[C:17]4[S:21][C:20](=[O:22])[NH:19][C:18]4=[O:23])=[CH:13][CH:14]=3)[CH:9]=[N:8]2)=[C:4]([C:26]([F:29])([F:28])[F:27])[CH:3]=1.[C:30]([O:34][C:35](=[O:45])[NH:36][C:37]1([CH2:43]O)[CH2:42][CH2:41][O:40][CH2:39][CH2:38]1)([CH3:33])([CH3:32])[CH3:31], predict the reaction product. The product is: [C:30]([O:34][C:35](=[O:45])[NH:36][C:37]1([CH2:43][N:19]2[C:18](=[O:23])[C:17](=[CH:16][C:12]3[CH:11]=[C:10]4[C:15](=[CH:14][CH:13]=3)[N:7]([CH2:6][C:5]3[CH:24]=[CH:25][C:2]([Cl:1])=[CH:3][C:4]=3[C:26]([F:27])([F:29])[F:28])[N:8]=[CH:9]4)[S:21][C:20]2=[O:22])[CH2:42][CH2:41][O:40][CH2:39][CH2:38]1)([CH3:33])([CH3:31])[CH3:32]. (2) Given the reactants [C:1]([O:4][C:5]1[CH:10]=[CH:9][CH:8]=[CH:7][C:6]=1[C:11](=[O:23])[NH:12][C:13]1[CH:18]=[CH:17][CH:16]=[C:15](C(F)(F)F)[CH:14]=1)(=[O:3])[CH3:2].Cl.[CH3:25][S:26](C1C=CC(N)=CC=1)(=[O:28])=[O:27].CCN(C(C)C)C(C)C, predict the reaction product. The product is: [C:1]([O:4][C:5]1[CH:10]=[CH:9][CH:8]=[CH:7][C:6]=1[C:11](=[O:23])[NH:12][C:13]1[CH:18]=[CH:17][C:16]([S:26]([CH3:25])(=[O:28])=[O:27])=[CH:15][CH:14]=1)(=[O:3])[CH3:2].